This data is from Reaction yield outcomes from USPTO patents with 853,638 reactions. The task is: Predict the reaction yield, written as a fraction of the theoretical maximum amount of product (1.0 means a 100% yield; for example, 0.34 means a 34% yield). (1) The reactants are [C:1]([O:5][C:6]([NH:8][C:9]1[CH:14]=[CH:13][C:12]([N:15]2[CH2:20][CH2:19][CH:18]([C:21]([OH:23])=O)[CH2:17][CH2:16]2)=[CH:11][CH:10]=1)=[O:7])([CH3:4])([CH3:3])[CH3:2].C(N1C=CN=C1)(N1C=CN=C1)=O.Cl.[CH3:37][NH:38][O:39][CH3:40]. The catalyst is ClCCl. The product is [CH3:40][O:39][N:38]([CH3:37])[C:21]([CH:18]1[CH2:17][CH2:16][N:15]([C:12]2[CH:11]=[CH:10][C:9]([NH:8][C:6](=[O:7])[O:5][C:1]([CH3:3])([CH3:4])[CH3:2])=[CH:14][CH:13]=2)[CH2:20][CH2:19]1)=[O:23]. The yield is 1.00. (2) The reactants are [C:1]([N:4]1[CH2:9][CH2:8][NH:7][CH2:6][CH2:5]1)(=[O:3])[CH3:2].Br[C:11]1[CH:20]=[CH:19][C:14]([C:15]([O:17][CH3:18])=[O:16])=[CH:13][CH:12]=1.P([O-])([O-])([O-])=O.[K+].[K+].[K+].C1(P(C2CCCCC2)C2C=CC=CC=2C2C(OC)=CC=CC=2OC)CCCCC1. The catalyst is C1(C)C=CC=CC=1. The product is [C:1]([N:4]1[CH2:9][CH2:8][N:7]([C:11]2[CH:20]=[CH:19][C:14]([C:15]([O:17][CH3:18])=[O:16])=[CH:13][CH:12]=2)[CH2:6][CH2:5]1)(=[O:3])[CH3:2]. The yield is 0.562. (3) The reactants are [C:1]([C:5]1[CH:9]=[C:8]([NH2:10])[N:7]([C:11]2[CH:16]=[CH:15][CH:14]=[CH:13][C:12]=2[CH3:17])[N:6]=1)([CH3:4])([CH3:3])[CH3:2].[Br:18]Br. The catalyst is C(O)(=O)C.O. The product is [Br:18][C:9]1[C:5]([C:1]([CH3:4])([CH3:3])[CH3:2])=[N:6][N:7]([C:11]2[CH:16]=[CH:15][CH:14]=[CH:13][C:12]=2[CH3:17])[C:8]=1[NH2:10]. The yield is 0.700. (4) The reactants are [NH2:1][C:2]1[N:7]=[C:6]([C:8]2[CH:13]=[CH:12][C:11]([Cl:14])=[C:10]([O:15][CH3:16])[C:9]=2[F:17])[N:5]=[C:4]([C:18]([OH:20])=[O:19])[C:3]=1[CH:21]=[CH2:22].I[CH2:24][CH2:25][CH2:26][CH3:27].C(=O)([O-])[O-].[Li+].[Li+]. The catalyst is CN(C=O)C. The product is [CH2:24]([O:19][C:18]([C:4]1[C:3]([CH:21]=[CH2:22])=[C:2]([NH2:1])[N:7]=[C:6]([C:8]2[CH:13]=[CH:12][C:11]([Cl:14])=[C:10]([O:15][CH3:16])[C:9]=2[F:17])[N:5]=1)=[O:20])[CH2:25][CH2:26][CH3:27]. The yield is 0.523. (5) The reactants are [CH:1]([C@@H:4]1[CH2:8][O:7][C:6](=[O:9])[NH:5]1)([CH3:3])[CH3:2].[Li]CCCC.[F:15][C:16]1[CH:21]=[CH:20][C:19]([CH2:22][C:23](Cl)=[O:24])=[CH:18][CH:17]=1. The catalyst is C1COCC1. The product is [F:15][C:16]1[CH:21]=[CH:20][C:19]([CH2:22][C:23]([N:5]2[C@H:4]([CH:1]([CH3:3])[CH3:2])[CH2:8][O:7][C:6]2=[O:9])=[O:24])=[CH:18][CH:17]=1. The yield is 0.780. (6) The reactants are Cl.[F:2][CH:3]([F:12])[C@H:4]1[CH2:9][NH:8][CH2:7][C@@H:6]([OH:10])[C@@H:5]1[OH:11].C([O-])([O-])=O.[K+].[K+].[CH2:19](Br)[CH2:20][CH2:21][CH3:22]. The catalyst is CN(C=O)C. The product is [CH2:19]([N:8]1[CH2:9][CH:4]([CH:3]([F:2])[F:12])[CH:5]([OH:11])[CH:6]([OH:10])[CH2:7]1)[CH2:20][CH2:21][CH3:22]. The yield is 0.800.